Task: Predict which catalyst facilitates the given reaction.. Dataset: Catalyst prediction with 721,799 reactions and 888 catalyst types from USPTO (1) Reactant: Cl[C:2]1[N:7]=[C:6]([NH:8][CH2:9][C:10]2[CH:15]=[CH:14][CH:13]=[CH:12][C:11]=2[F:16])[C:5]([F:17])=[CH:4][N:3]=1.[F:18][C:19]1[CH:26]=[CH:25][C:22]([CH2:23][OH:24])=[CH:21][CH:20]=1.CC([O-])(C)C.[K+].CC(O)(C)C. Product: [F:16][C:11]1[CH:12]=[CH:13][CH:14]=[CH:15][C:10]=1[CH2:9][NH:8][C:6]1[C:5]([F:17])=[CH:4][N:3]=[C:2]([O:24][CH2:23][C:22]2[CH:25]=[CH:26][C:19]([F:18])=[CH:20][CH:21]=2)[N:7]=1. The catalyst class is: 1. (2) Product: [CH2:27]([NH:31][C:22]([C:7]1[C:8]([OH:21])=[C:9]([C:12]([NH:14][CH2:15][C:16]([OH:18])=[O:17])=[O:13])[C:10](=[O:11])[N:5]([CH:1]2[CH2:2][CH2:3][CH2:4]2)[C:6]=1[OH:26])=[O:23])[CH2:28][CH2:29][CH3:30]. The catalyst class is: 22. Reactant: [CH:1]1([N:5]2[C:10](=[O:11])[C:9]([C:12]([NH:14][CH2:15][C:16]([O:18]CC)=[O:17])=[O:13])=[C:8]([OH:21])[C:7]([C:22](OC)=[O:23])=[C:6]2[OH:26])[CH2:4][CH2:3][CH2:2]1.[CH2:27]([NH2:31])[CH2:28][CH2:29][CH3:30].Cl. (3) The catalyst class is: 85. Product: [CH:6]([N:19]1[CH2:5][CH:3]([OH:4])[CH2:2]1)([C:13]1[CH:14]=[CH:15][CH:16]=[CH:17][CH:18]=1)[C:7]1[CH:12]=[CH:11][CH:10]=[CH:9][CH:8]=1. Reactant: Cl[CH2:2][CH:3]1[CH2:5][O:4]1.[CH:6]([NH2:19])([C:13]1[CH:18]=[CH:17][CH:16]=[CH:15][CH:14]=1)[C:7]1[CH:12]=[CH:11][CH:10]=[CH:9][CH:8]=1. (4) Reactant: CC(OC([NH:8][C@@H:9]([C:16]([OH:18])=[O:17])[C:10]1[CH:15]=[CH:14][CH:13]=[CH:12][CH:11]=1)=O)(C)C.C(N1C=CN=C1)(N1C=CN=C1)=O.C(O)CCCCCCC/C=C\CCCCCCCC. Product: [NH2:8][CH:9]([C:10]1[CH:15]=[CH:14][CH:13]=[CH:12][CH:11]=1)[C:16]([OH:18])=[O:17]. The catalyst class is: 10. (5) Reactant: Cl.[Cl:2][C:3]1[CH:12]=[C:11]2[C:6]([CH:7]=[CH:8][NH:9][C:10]2=[O:13])=[CH:5][C:4]=1[O:14][CH:15]1[CH2:20][CH2:19][NH:18][CH2:17][CH2:16]1.C(N(CC)CC)C.C(O)(=O)C.[CH3:32][C:33]([CH3:35])=O.C([BH3-])#N.[Na+]. Product: [Cl:2][C:3]1[CH:12]=[C:11]2[C:6]([CH:7]=[CH:8][NH:9][C:10]2=[O:13])=[CH:5][C:4]=1[O:14][CH:15]1[CH2:20][CH2:19][N:18]([CH:33]([CH3:35])[CH3:32])[CH2:17][CH2:16]1. The catalyst class is: 5. (6) Reactant: [Br:1][C:2]1[C:7]([OH:8])=[CH:6][CH:5]=[C:4]([Br:9])[N:3]=1.[C:10](=O)([O-])[O-].[K+].[K+].CS(C)=O.CI. Product: [Br:1][C:2]1[C:7]([O:8][CH3:10])=[CH:6][CH:5]=[C:4]([Br:9])[N:3]=1. The catalyst class is: 6.